From a dataset of Forward reaction prediction with 1.9M reactions from USPTO patents (1976-2016). Predict the product of the given reaction. Given the reactants Cl.[NH2:2][CH2:3][CH2:4][O:5][C:6]1[CH:11]=[CH:10][C:9]([NH:12][C:13](=[O:22])[C:14]2[CH:19]=[CH:18][CH:17]=[C:16]([O:20][CH3:21])[CH:15]=2)=[CH:8][C:7]=1[C:23]1[N:27]([CH3:28])[N:26]=[CH:25][CH:24]=1.C(N(CC)CC)C.[Cl:36][C:37]([Cl:47])([O:39][C:40](=O)[O:41]C(Cl)(Cl)Cl)[Cl:38], predict the reaction product. The product is: [CH3:21][O:20][C:16]1[CH:15]=[C:14]([CH:19]=[CH:18][CH:17]=1)[C:13]([NH:12][C:9]1[CH:10]=[CH:11][C:6]([O:5][CH2:4][CH2:3][NH:2][C:40](=[O:41])[O:39][C:37]([Cl:47])([Cl:38])[Cl:36])=[C:7]([C:23]2[N:27]([CH3:28])[N:26]=[CH:25][CH:24]=2)[CH:8]=1)=[O:22].